Dataset: Forward reaction prediction with 1.9M reactions from USPTO patents (1976-2016). Task: Predict the product of the given reaction. (1) Given the reactants N[C:2]1[C:6]2=[N:7][CH:8]=[CH:9][C:10]([O:11][CH:12]([CH3:14])[CH3:13])=[C:5]2[S:4][C:3]=1[C:15]([O:17][CH3:18])=[O:16].[BrH:19].N([O-])=O.[Na+].C([O-])(O)=O.[Na+], predict the reaction product. The product is: [Br:19][C:2]1[C:6]2=[N:7][CH:8]=[CH:9][C:10]([O:11][CH:12]([CH3:14])[CH3:13])=[C:5]2[S:4][C:3]=1[C:15]([O:17][CH3:18])=[O:16]. (2) Given the reactants [F:1][C@H:2]1[C@@H:7]([O:8][C:9]2[CH:16]=[CH:15][C:14]([C:17]3[N:22]=[C:21]([NH:23][C:24]4[CH:29]=[CH:28][C:27]([N:30]5[CH2:35][CH2:34][N:33]([CH:36]6[CH2:39][O:38][CH2:37]6)[CH2:32][CH2:31]5)=[CH:26][CH:25]=4)[N:20]=[CH:19][N:18]=3)=[CH:13][C:10]=2[C:11]#[N:12])[CH2:6][CH2:5][NH:4][CH2:3]1.[Na+].[OH:41][CH2:42][C@@H:43]([CH3:47])[C:44]([O-])=[O:45].CN(C(ON1N=NC2C=CC=NC1=2)=[N+](C)C)C.F[P-](F)(F)(F)(F)F, predict the reaction product. The product is: [F:1][C@H:2]1[C@@H:7]([O:8][C:9]2[CH:16]=[CH:15][C:14]([C:17]3[N:22]=[C:21]([NH:23][C:24]4[CH:29]=[CH:28][C:27]([N:30]5[CH2:31][CH2:32][N:33]([CH:36]6[CH2:39][O:38][CH2:37]6)[CH2:34][CH2:35]5)=[CH:26][CH:25]=4)[N:20]=[CH:19][N:18]=3)=[CH:13][C:10]=2[C:11]#[N:12])[CH2:6][CH2:5][N:4]([C:42](=[O:41])[C@H:43]([CH3:47])[CH2:44][OH:45])[CH2:3]1. (3) Given the reactants COC([N:5]1[C@@H:13]2[C@@H:8]([C@@:9]([OH:23])([C:14]#[C:15][C:16]3[CH:17]=[C:18]([CH3:22])[CH:19]=[CH:20][CH:21]=3)[CH2:10][CH2:11][CH2:12]2)[CH2:7][CH2:6]1)=O.[C:24]([O:28][C:29]([NH:31][C@@H:32]([C@@H:36]([CH3:39])[CH2:37][CH3:38])[C:33]([OH:35])=O)=[O:30])([CH3:27])([CH3:26])[CH3:25], predict the reaction product. The product is: [CH3:24][O:28][C:29]([CH:6]1[CH2:7][C@@H:8]2[C@@H:13]([CH2:12][CH2:11][CH2:10][C@@:9]2([O:23][C:33](=[O:35])[C@@H:32]([NH:31][C:29]([O:28][C:24]([CH3:25])([CH3:26])[CH3:27])=[O:30])[C@@H:36]([CH3:39])[CH2:37][CH3:38])[C:14]#[C:15][C:16]2[CH:17]=[C:18]([CH3:22])[CH:19]=[CH:20][CH:21]=2)[NH:5]1)=[O:30]. (4) The product is: [N+:20]([C:23]1[CH:24]=[N:25][N:26]([CH2:6][C@H:7]2[O:12][CH2:11][CH2:10][N:9]([C:13]([O:15][C:16]([CH3:17])([CH3:18])[CH3:19])=[O:14])[CH2:8]2)[CH:27]=1)([O-:22])=[O:21]. Given the reactants CS(O[CH2:6][C@H:7]1[O:12][CH2:11][CH2:10][N:9]([C:13]([O:15][C:16]([CH3:19])([CH3:18])[CH3:17])=[O:14])[CH2:8]1)(=O)=O.[N+:20]([C:23]1[CH:24]=[N:25][NH:26][CH:27]=1)([O-:22])=[O:21].C(=O)([O-])[O-].[Cs+].[Cs+], predict the reaction product. (5) Given the reactants [CH3:1][C:2]([C:4]1[CH:9]=[CH:8][C:7]([O:10][CH3:11])=[CH:6][CH:5]=1)=[O:3].[OH-].[Na+].[CH:14](=O)[C:15]1[CH:20]=[CH:19][CH:18]=[CH:17][CH:16]=1, predict the reaction product. The product is: [CH3:11][O:10][C:7]1[CH:8]=[CH:9][C:4]([C:2](=[O:3])[CH:1]=[CH:14][C:15]2[CH:20]=[CH:19][CH:18]=[CH:17][CH:16]=2)=[CH:5][CH:6]=1. (6) Given the reactants [CH2:1]([O:3][C:4](=[O:25])[C:5]1[CH:10]=[CH:9][C:8]([N:11]2[C:19]3[C:14](=[CH:15][CH:16]=[C:17]([N+:20]([O-])=O)[CH:18]=3)[C:13]([C:23]#[N:24])=[CH:12]2)=[CH:7][CH:6]=1)[CH3:2].O1CCCC1, predict the reaction product. The product is: [CH2:1]([O:3][C:4](=[O:25])[C:5]1[CH:6]=[CH:7][C:8]([N:11]2[C:19]3[C:14](=[CH:15][CH:16]=[C:17]([NH2:20])[CH:18]=3)[C:13]([C:23]#[N:24])=[CH:12]2)=[CH:9][CH:10]=1)[CH3:2]. (7) Given the reactants C([O:5][NH:6][C:7](=[O:34])[CH:8]([NH:19][S:20]([C:23]1[CH:28]=[CH:27][C:26]([O:29][CH2:30][C:31]#[C:32][CH3:33])=[CH:25][CH:24]=1)(=[O:22])=[O:21])[C:9]1[CH:14]=[CH:13][C:12]([O:15][CH2:16][C:17]#[CH:18])=[CH:11][CH:10]=1)(C)(C)C, predict the reaction product. The product is: [CH2:30]([O:29][C:26]1[CH:25]=[CH:24][C:23]([S:20]([NH:19][CH:8]([C:9]2[CH:14]=[CH:13][C:12]([O:15][CH2:16][C:17]#[CH:18])=[CH:11][CH:10]=2)[C:7]([NH:6][OH:5])=[O:34])(=[O:22])=[O:21])=[CH:28][CH:27]=1)[C:31]#[C:32][CH3:33]. (8) Given the reactants C1(P(C2C=CC=CC=2)C2C=CC=CC=2)C=CC=CC=1.N(C(OCC)=O)=NC(OCC)=O.[OH:32][C@@H:33]([C:54]1[CH:59]=[CH:58][CH:57]=[CH:56][CH:55]=1)[CH2:34][CH2:35][N:36]1[CH2:41][CH2:40][CH:39]([C:42]2[CH:43]=[C:44]([NH:48][C:49](=[O:53])[CH:50]([CH3:52])[CH3:51])[CH:45]=[CH:46][CH:47]=2)[CH2:38][CH2:37]1.[CH3:60][C:61]([C:63]1[CH:64]=[CH:65][CH:66]=[C:67](O)[CH:68]=1)=[O:62], predict the reaction product. The product is: [C:61]([C:63]1[CH:68]=[C:67]([CH:66]=[CH:65][CH:64]=1)[O:32][C@H:33]([C:54]1[CH:55]=[CH:56][CH:57]=[CH:58][CH:59]=1)[CH2:34][CH2:35][N:36]1[CH2:41][CH2:40][CH:39]([C:42]2[CH:43]=[C:44]([NH:48][C:49](=[O:53])[CH:50]([CH3:52])[CH3:51])[CH:45]=[CH:46][CH:47]=2)[CH2:38][CH2:37]1)(=[O:62])[CH3:60]. (9) Given the reactants [NH2:1][C:2]1[O:6][N:5]=[C:4]([CH2:7][CH3:8])[C:3]=1[Br:9].[C:10]1([S:16](Cl)(=[O:18])=[O:17])[CH:15]=[CH:14][CH:13]=[CH:12][CH:11]=1, predict the reaction product. The product is: [Br:9][C:3]1[C:4]([CH2:7][CH3:8])=[N:5][O:6][C:2]=1[NH:1][S:16]([C:10]1[CH:15]=[CH:14][CH:13]=[CH:12][CH:11]=1)(=[O:18])=[O:17]. (10) Given the reactants [O-]P([O-])([O-])=O.[K+].[K+].[K+].[CH2:9]([NH:16][C:17]([NH2:19])=[O:18])[C:10]1[CH:15]=[CH:14][CH:13]=[CH:12][CH:11]=1.Br[C:21]1[CH:26]=[CH:25][CH:24]=[CH:23][C:22]=1[O:27][CH3:28].CNCCNC, predict the reaction product. The product is: [CH2:9]([NH:16][C:17]([NH:19][C:21]1[CH:26]=[CH:25][CH:24]=[CH:23][C:22]=1[O:27][CH3:28])=[O:18])[C:10]1[CH:15]=[CH:14][CH:13]=[CH:12][CH:11]=1.